From a dataset of Full USPTO retrosynthesis dataset with 1.9M reactions from patents (1976-2016). Predict the reactants needed to synthesize the given product. (1) The reactants are: C1C(=O)N([Br:8])C(=O)C1.Cl.[F:10][C:11]1[C:12]([NH2:17])=[N:13][CH:14]=[CH:15][CH:16]=1. Given the product [Br:8][C:15]1[CH:16]=[C:11]([F:10])[C:12]([NH2:17])=[N:13][CH:14]=1, predict the reactants needed to synthesize it. (2) The reactants are: [CH2:1]([CH:8]1[CH2:13][CH2:12][NH:11][CH2:10][CH2:9]1)[C:2]1[CH:7]=[CH:6][CH:5]=[CH:4][CH:3]=1.[CH2:14]([CH:16]1[O:18][CH2:17]1)[Cl:15]. Given the product [Cl:15][CH2:14][CH:16]([OH:18])[CH2:17][N:11]1[CH2:12][CH2:13][CH:8]([CH2:1][C:2]2[CH:7]=[CH:6][CH:5]=[CH:4][CH:3]=2)[CH2:9][CH2:10]1, predict the reactants needed to synthesize it. (3) Given the product [I:18][C:11]1[CH:12]=[CH:13][C:8]([CH2:14][CH:15]([OH:17])[CH3:16])=[CH:9][CH:10]=1, predict the reactants needed to synthesize it. The reactants are: II.S(=O)(=O)(O)O.[C:8]1([CH2:14][CH:15]([OH:17])[CH3:16])[CH:13]=[CH:12][CH:11]=[CH:10][CH:9]=1.[I:18]([O-])(=O)=O.[Na+].[OH-].[Na+]. (4) Given the product [Br:12][C:5]1[CH:6]=[CH:7][CH:8]=[C:9]2[C:4]=1[N:3]=[C:2]([CH:13]=[CH2:14])[CH:11]=[CH:10]2, predict the reactants needed to synthesize it. The reactants are: Br[C:2]1[CH:11]=[CH:10][C:9]2[C:4](=[C:5]([Br:12])[CH:6]=[CH:7][CH:8]=2)[N:3]=1.[CH:13](OB([O-])[O-])=[CH2:14].C(N(CC)CC)C.N#N. (5) The reactants are: [OH:1][C:2]1[C:7]([C:8]([F:11])([F:10])[F:9])=[C:6]([OH:12])[CH:5]=[CH:4][C:3]=1[C:13](=[O:18])[CH2:14][CH:15]([CH3:17])[CH3:16].[C:19]([O:23][C:24](=[O:35])[NH:25][CH2:26][C:27]1[CH:32]=[CH:31][C:30]([CH2:33]O)=[CH:29][CH:28]=1)([CH3:22])([CH3:21])[CH3:20].C1(P(C2C=CC=CC=2)C2C=CC=CC=2)C=CC=CC=1.N(C(OC(C)C)=O)=NC(OC(C)C)=O. Given the product [C:19]([O:23][C:24](=[O:35])[NH:25][CH2:26][C:27]1[CH:28]=[CH:29][C:30]([CH2:33][O:12][C:6]2[CH:5]=[CH:4][C:3]([C:13](=[O:18])[CH2:14][CH:15]([CH3:16])[CH3:17])=[C:2]([OH:1])[C:7]=2[C:8]([F:9])([F:10])[F:11])=[CH:31][CH:32]=1)([CH3:22])([CH3:21])[CH3:20], predict the reactants needed to synthesize it. (6) Given the product [CH2:38]([C:45]1[NH:50][C:49](=[O:51])[C:48]([C:16]2[CH:21]=[CH:20][C:19]([O:22][C:23]3[C:32]4[C:27](=[CH:28][C:29]([O:35][CH3:36])=[C:30]([O:33][CH3:34])[CH:31]=4)[N:26]=[CH:25][CH:24]=3)=[C:18]([F:37])[CH:17]=2)=[CH:47][CH:46]=1)[C:39]1[CH:44]=[CH:43][CH:42]=[CH:41][CH:40]=1, predict the reactants needed to synthesize it. The reactants are: C(C1CCCN(C([C:16]2[CH:21]=[CH:20][C:19]([O:22][C:23]3[C:32]4[C:27](=[CH:28][C:29]([O:35][CH3:36])=[C:30]([O:33][CH3:34])[CH:31]=4)[N:26]=[CH:25][CH:24]=3)=[C:18]([F:37])[CH:17]=2)=O)C1)C1C=CC=CC=1.[CH2:38]([C:45]1[NH:50][C:49](=[O:51])[C:48](C2C=CC(O)=C(F)C=2)=[CH:47][CH:46]=1)[C:39]1[CH:44]=[CH:43][CH:42]=[CH:41][CH:40]=1.